This data is from Reaction yield outcomes from USPTO patents with 853,638 reactions. The task is: Predict the reaction yield, written as a fraction of the theoretical maximum amount of product (1.0 means a 100% yield; for example, 0.34 means a 34% yield). (1) The reactants are [C:1]([CH:11]1[CH2:17][CH2:16][CH2:15][N:14]([C:18]2[N:22]([CH3:23])[N:21]=[CH:20][C:19]=2[NH:24][C:25]([C:27]2[N:28]=[C:29](Br)[S:30][C:31]=2[NH:32][C:33](=[O:39])[O:34][C:35]([CH3:38])([CH3:37])[CH3:36])=[O:26])[C@@H:13]([NH2:41])[CH2:12]1)([O:3][CH2:4][C:5]1[CH:10]=[CH:9][CH:8]=[CH:7][CH:6]=1)=[O:2].[CH:42]1([C:45]2[CH:46]=[C:47]([CH3:63])[C:48]([F:62])=[C:49](B3OC(=O)CN(C)CC(=O)O3)[CH:50]=2)[CH2:44][CH2:43]1.COC1C=CC=C(OC)C=1C1C=CC=CC=1P(C1CCCCC1)C1CCCCC1.P([O-])([O-])([O-])=O.[K+].[K+].[K+]. The catalyst is O1CCOCC1.CO.C([O-])(=O)C.[Pd+2].C([O-])(=O)C. The product is [C:1]([CH:11]1[CH2:17][CH2:16][CH2:15][N:14]([C:18]2[N:22]([CH3:23])[N:21]=[CH:20][C:19]=2[NH:24][C:25]([C:27]2[N:28]=[C:29]([C:49]3[CH:50]=[C:45]([CH:42]4[CH2:43][CH2:44]4)[CH:46]=[C:47]([CH3:63])[C:48]=3[F:62])[S:30][C:31]=2[NH:32][C:33](=[O:39])[O:34][C:35]([CH3:38])([CH3:37])[CH3:36])=[O:26])[C@@H:13]([NH2:41])[CH2:12]1)([O:3][CH2:4][C:5]1[CH:10]=[CH:9][CH:8]=[CH:7][CH:6]=1)=[O:2]. The yield is 0.570. (2) The reactants are Cl.[NH:2]1[CH2:5][CH:4]([NH:6][C:7](=[O:13])[O:8][C:9]([CH3:12])([CH3:11])[CH3:10])[CH2:3]1.CCN(C(C)C)C(C)C.[Cl:23][C:24]1[CH:29]=[N:28][CH:27]=[C:26](Cl)[N:25]=1. The catalyst is CN(C=O)C. The product is [Cl:23][C:24]1[N:25]=[C:26]([N:2]2[CH2:5][CH:4]([NH:6][C:7](=[O:13])[O:8][C:9]([CH3:10])([CH3:12])[CH3:11])[CH2:3]2)[CH:27]=[N:28][CH:29]=1. The yield is 0.840. (3) The product is [CH2:31]([NH:30][C:28]([C:24]1[S:23][C:22]([N:19]2[CH:11]=[C:10]([CH2:9][O:12][C:13]3[CH:18]=[CH:17][CH:16]=[CH:15][CH:14]=3)[N:21]=[N:20]2)=[N:26][C:25]=1[CH3:27])=[O:29])[C:32]1[CH:33]=[CH:34][CH:35]=[CH:36][CH:37]=1. No catalyst specified. The reactants are C1(C#C)C=CC=CC=1.[CH2:9]([O:12][C:13]1[CH:18]=[CH:17][CH:16]=[CH:15][CH:14]=1)[C:10]#[CH:11].[N:19]([C:22]1[S:23][C:24]([C:28]([NH:30][CH2:31][C:32]2[CH:37]=[CH:36][CH:35]=[CH:34][CH:33]=2)=[O:29])=[C:25]([CH3:27])[N:26]=1)=[N+:20]=[N-:21]. The yield is 0.360. (4) The reactants are [NH2:1][CH:2]([C:7]1[CH:12]=[CH:11][C:10]([C:13]([F:16])([F:15])[F:14])=[C:9]([F:17])[CH:8]=1)[CH2:3][C:4](O)=[O:5].[H-].[H-].[H-].[H-].[Li+].[Al+3]. The catalyst is C1COCC1. The product is [NH3:1].[NH2:1][CH:2]([C:7]1[CH:12]=[CH:11][C:10]([C:13]([F:14])([F:15])[F:16])=[C:9]([F:17])[CH:8]=1)[CH2:3][CH2:4][OH:5]. The yield is 0.0750. (5) The reactants are [O:1]1[CH:5]=[CH:4][N:3]=[C:2]1[C:6](=[O:30])[CH2:7][CH2:8][CH2:9][CH:10]1[CH2:15][CH2:14][N:13]([CH2:16][C:17]2[CH:22]=[CH:21][CH:20]=[C:19]([O:23][C:24]3[CH:29]=[CH:28][CH:27]=[CH:26][CH:25]=3)[CH:18]=2)[CH2:12][CH2:11]1.[ClH:31]. No catalyst specified. The product is [ClH:31].[O:1]1[CH:5]=[CH:4][N:3]=[C:2]1[C:6](=[O:30])[CH2:7][CH2:8][CH2:9][CH:10]1[CH2:15][CH2:14][N:13]([CH2:16][C:17]2[CH:22]=[CH:21][CH:20]=[C:19]([O:23][C:24]3[CH:29]=[CH:28][CH:27]=[CH:26][CH:25]=3)[CH:18]=2)[CH2:12][CH2:11]1. The yield is 0.870. (6) The reactants are [CH2:1]([O:3][C:4]([C:6]1[C:7]([CH2:14][N:15]2[C:23](=[O:24])[C:22]3[C:17](=[CH:18][CH:19]=[CH:20][CH:21]=3)[C:16]2=[O:25])=[N:8][NH:9][C:10]=1[CH:11]1[CH2:13][CH2:12]1)=[O:5])[CH3:2].[F:26][C:27]([F:39])([F:38])[O:28][C:29]1[CH:30]=[C:31](B(O)O)[CH:32]=[CH:33][CH:34]=1. No catalyst specified. The product is [CH2:1]([O:3][C:4]([C:6]1[C:7]([CH2:14][N:15]2[C:16](=[O:25])[C:17]3[C:22](=[CH:21][CH:20]=[CH:19][CH:18]=3)[C:23]2=[O:24])=[N:8][N:9]([C:31]2[CH:32]=[CH:33][CH:34]=[C:29]([O:28][C:27]([F:26])([F:38])[F:39])[CH:30]=2)[C:10]=1[CH:11]1[CH2:13][CH2:12]1)=[O:5])[CH3:2]. The yield is 0.540. (7) The reactants are [C:1]([C:3]1[C:4]([CH3:16])=[CH:5][C:6]([C:11](OCC)=[O:12])=[N:7][C:8]=1[O:9][CH3:10])#[N:2].[Cl-].[Ca+2].[Cl-].[BH4-].[Na+].CCOC(C)=O. The catalyst is O1CCCC1.C(O)C.C(Cl)Cl. The product is [OH:12][CH2:11][C:6]1[CH:5]=[C:4]([CH3:16])[C:3]([C:1]#[N:2])=[C:8]([O:9][CH3:10])[N:7]=1. The yield is 0.930. (8) The reactants are C(OC(=O)[NH:10][C@H:11]1[CH2:16][CH2:15][C@H:14]([CH2:17][NH:18][C:19]2[N:28]=[C:27]([N:29]([CH3:31])[CH3:30])[C:26]3[C:21](=[CH:22][CH:23]=[CH:24][CH:25]=3)[N:20]=2)[CH2:13][CH2:12]1)C1C=CC=CC=1. The catalyst is CO.[Pd]. The product is [NH2:10][C@H:11]1[CH2:16][CH2:15][C@H:14]([CH2:17][NH:18][C:19]2[N:28]=[C:27]([N:29]([CH3:31])[CH3:30])[C:26]3[C:21](=[CH:22][CH:23]=[CH:24][CH:25]=3)[N:20]=2)[CH2:13][CH2:12]1. The yield is 0.980. (9) The reactants are [H-].[Na+].[C:3]([O:10][CH3:11])(=[O:9])[CH2:4][C:5]([O:7][CH3:8])=[O:6].F[C:13]1[CH:18]=[CH:17][C:16]([N+:19]([O-:21])=[O:20])=[C:15]([O:22][CH3:23])[CH:14]=1. The catalyst is CN(C=O)C. The product is [CH3:23][O:22][C:15]1[CH:14]=[C:13]([CH:4]([C:3]([O:10][CH3:11])=[O:9])[C:5]([O:7][CH3:8])=[O:6])[CH:18]=[CH:17][C:16]=1[N+:19]([O-:21])=[O:20]. The yield is 0.700.